From a dataset of Full USPTO retrosynthesis dataset with 1.9M reactions from patents (1976-2016). Predict the reactants needed to synthesize the given product. (1) The reactants are: [Cl-].[NH4+:2].[NH3:3].[CH2:4]([N:11]1[CH2:16][CH2:15][C:14](=O)[CH2:13][CH2:12]1)[C:5]1[CH:10]=[CH:9][CH:8]=[CH:7][CH:6]=1.[C-:18]#N.[Na+]. Given the product [NH2:2][C:14]1([C:18]#[N:3])[CH2:15][CH2:16][N:11]([CH2:4][C:5]2[CH:10]=[CH:9][CH:8]=[CH:7][CH:6]=2)[CH2:12][CH2:13]1, predict the reactants needed to synthesize it. (2) Given the product [CH3:62][S:63]([O:1][CH2:2][C:3]1[CH:4]=[C:5]([N:11]([CH2:13][CH2:14][O:15][CH2:16][CH2:17][O:18][CH2:19][CH2:20][O:21][CH2:22][CH2:23][O:24][CH2:25][CH2:26][O:27][CH2:28][CH2:29][O:30][CH2:31][CH2:32][O:33][CH2:34][CH2:35][O:36][CH2:37][CH2:38][O:39][CH2:40][CH2:41][O:42][CH2:43][CH2:44][O:45][CH2:46][CH2:47][O:48][CH2:49][CH2:50][C:51]([O:53][CH3:54])=[O:52])[CH3:12])[CH:6]=[C:7]([CH2:9][O:10][S:63]([CH3:62])(=[O:65])=[O:64])[CH:8]=1)(=[O:65])=[O:64], predict the reactants needed to synthesize it. The reactants are: [OH:1][CH2:2][C:3]1[CH:4]=[C:5]([N:11]([CH2:13][CH2:14][O:15][CH2:16][CH2:17][O:18][CH2:19][CH2:20][O:21][CH2:22][CH2:23][O:24][CH2:25][CH2:26][O:27][CH2:28][CH2:29][O:30][CH2:31][CH2:32][O:33][CH2:34][CH2:35][O:36][CH2:37][CH2:38][O:39][CH2:40][CH2:41][O:42][CH2:43][CH2:44][O:45][CH2:46][CH2:47][O:48][CH2:49][CH2:50][C:51]([O:53][CH3:54])=[O:52])[CH3:12])[CH:6]=[C:7]([CH2:9][OH:10])[CH:8]=1.C(N(CC)CC)C.[CH3:62][S:63](Cl)(=[O:65])=[O:64]. (3) The reactants are: [F:1][C:2]([F:21])([C:11]([F:20])([F:19])[C:12]([F:18])([F:17])[C:13]([F:16])([F:15])[F:14])[CH2:3][CH2:4][S:5]([CH2:8][C:9]#[N:10])(=[O:7])=[O:6].N1CCCC1C(O)=O.C1O[C:33]2([CH2:38][CH2:37][C:36](=O)[CH2:35][CH2:34]2)[O:32]C1. Given the product [O:32]=[C:33]1[CH2:38][CH2:37][CH:36]([CH:8]([S:5]([CH2:4][CH2:3][C:2]([F:1])([F:21])[C:11]([F:19])([F:20])[C:12]([F:17])([F:18])[C:13]([F:14])([F:15])[F:16])(=[O:7])=[O:6])[C:9]#[N:10])[CH2:35][CH2:34]1, predict the reactants needed to synthesize it.